Dataset: Reaction yield outcomes from USPTO patents with 853,638 reactions. Task: Predict the reaction yield, written as a fraction of the theoretical maximum amount of product (1.0 means a 100% yield; for example, 0.34 means a 34% yield). (1) The yield is 0.0100. No catalyst specified. The reactants are Cl.Cl[C:3]1[N:8]=[C:7]([NH:9][CH:10]2[CH2:15][C:14]([CH3:17])([CH3:16])[NH:13][C:12]([CH3:19])([CH3:18])[CH2:11]2)[C:6]([F:20])=[CH:5][N:4]=1.[CH:21]1([C:24]2[CH:25]=[C:26]([NH2:36])[CH:27]=[C:28]([N:31]3[CH:35]=[N:34][N:33]=[N:32]3)[C:29]=2[F:30])[CH2:23][CH2:22]1.N1C=NN=N1.C[CH:43]([OH:45])C. The product is [NH3:4].[CH3:43][OH:45].[CH:21]1([C:24]2[CH:25]=[C:26]([NH:36][C:3]3[N:8]=[C:7]([NH:9][CH:10]4[CH2:15][C:14]([CH3:17])([CH3:16])[NH:13][C:12]([CH3:19])([CH3:18])[CH2:11]4)[C:6]([F:20])=[CH:5][N:4]=3)[CH:27]=[C:28]([N:31]3[CH:35]=[N:34][N:33]=[N:32]3)[C:29]=2[F:30])[CH2:23][CH2:22]1. (2) The reactants are [NH2:1][C:2]1(N)[CH:10]=[CH:9][C:8]([O:11][CH3:12])=[CH:7][CH:3]1[C:4](O)=[O:5].[CH:14]([NH2:16])=O. The yield is 0.500. The product is [CH3:12][O:11][C:8]1[CH:7]=[C:3]2[C:2](=[CH:10][CH:9]=1)[N:1]=[CH:14][NH:16][C:4]2=[O:5]. The catalyst is C(O)C.